Dataset: Full USPTO retrosynthesis dataset with 1.9M reactions from patents (1976-2016). Task: Predict the reactants needed to synthesize the given product. (1) Given the product [CH:1]1([N:7]2[CH2:13][C:12]([F:15])([F:14])[C:11](=[O:16])[N:10]([CH3:17])[C:9]3[CH:18]=[N:19][C:20]([NH:22][C:23]4[CH:37]=[CH:36][C:26]([C:27]([NH:29][N:30]5[CH2:35][CH2:34][N:33]([C:43](=[O:44])[CH2:42][N:41]([CH3:46])[CH3:40])[CH2:32][CH2:31]5)=[O:28])=[CH:25][C:24]=4[O:38][CH3:39])=[N:21][C:8]2=3)[CH2:2][CH2:3][CH2:4][CH2:5][CH2:6]1, predict the reactants needed to synthesize it. The reactants are: [CH:1]1([N:7]2[CH2:13][C:12]([F:15])([F:14])[C:11](=[O:16])[N:10]([CH3:17])[C:9]3[CH:18]=[N:19][C:20]([NH:22][C:23]4[CH:37]=[CH:36][C:26]([C:27]([NH:29][N:30]5[CH2:35][CH2:34][NH:33][CH2:32][CH2:31]5)=[O:28])=[CH:25][C:24]=4[O:38][CH3:39])=[N:21][C:8]2=3)[CH2:6][CH2:5][CH2:4][CH2:3][CH2:2]1.[CH3:40][N:41]([CH3:46])[CH2:42][C:43](O)=[O:44]. (2) Given the product [F:1][C:2]1[C:7]([F:8])=[CH:6][CH:5]=[CH:4][C:3]=1[CH2:9][CH2:10][C:11]1[CH:16]=[C:15]([OH:17])[N:14]2[N:18]=[C:19]([CH:21]=[N:29][OH:30])[CH:20]=[C:13]2[N:12]=1, predict the reactants needed to synthesize it. The reactants are: [F:1][C:2]1[C:7]([F:8])=[CH:6][CH:5]=[CH:4][C:3]=1[CH2:9][CH2:10][C:11]1[CH:16]=[C:15]([OH:17])[N:14]2[N:18]=[C:19]([CH:21]=O)[CH:20]=[C:13]2[N:12]=1.C([O-])(=O)C.[Na+].Cl.[NH2:29][OH:30]. (3) Given the product [OH:9][CH2:11][C:5]1[C:4](=[O:7])[NH:3][C:2](=[O:8])[NH:1][CH:6]=1, predict the reactants needed to synthesize it. The reactants are: [NH:1]1[CH:6]=[CH:5][C:4](=[O:7])[NH:3][C:2]1=[O:8].[OH-:9].[K+].[CH2:11]=O. (4) Given the product [OH:1][C:2]1[CH:3]=[C:4]([CH:8]=[C:9]([O:12][CH3:13])[C:10]=1[OH:11])[C:5]([O:25][C:14]1[C:23]2[C:18](=[CH:19][CH:20]=[CH:21][CH:22]=2)[CH:17]=[C:16]([O:6][C:5](=[O:7])[C:4]2[CH:8]=[C:9]([O:12][CH3:13])[C:10]([OH:11])=[C:2]([OH:1])[CH:3]=2)[CH:15]=1)=[O:6], predict the reactants needed to synthesize it. The reactants are: [OH:1][C:2]1[CH:3]=[C:4]([CH:8]=[C:9]([O:12][CH3:13])[C:10]=1[OH:11])[C:5]([OH:7])=[O:6].[C:14]1([OH:25])[C:23]2[C:18](=[CH:19][CH:20]=[CH:21][CH:22]=2)[CH:17]=[C:16](O)[CH:15]=1.